This data is from Reaction yield outcomes from USPTO patents with 853,638 reactions. The task is: Predict the reaction yield, written as a fraction of the theoretical maximum amount of product (1.0 means a 100% yield; for example, 0.34 means a 34% yield). The reactants are [CH:1](=O)[C:2]1[CH:7]=[CH:6][CH:5]=[CH:4][CH:3]=1.[C:9]([NH:13][C:14]1[C:15]([NH2:21])=[N:16][C:17]([Cl:20])=[CH:18][CH:19]=1)([CH3:12])([CH3:11])[CH3:10].OS([O-])=O.[Na+]. The catalyst is CO. The product is [C:9]([N:13]1[C:14]2[C:15](=[N:16][C:17]([Cl:20])=[CH:18][CH:19]=2)[N:21]=[C:1]1[C:2]1[CH:7]=[CH:6][CH:5]=[CH:4][CH:3]=1)([CH3:12])([CH3:10])[CH3:11]. The yield is 0.420.